Dataset: CYP3A4 inhibition data for predicting drug metabolism from PubChem BioAssay. Task: Regression/Classification. Given a drug SMILES string, predict its absorption, distribution, metabolism, or excretion properties. Task type varies by dataset: regression for continuous measurements (e.g., permeability, clearance, half-life) or binary classification for categorical outcomes (e.g., BBB penetration, CYP inhibition). Dataset: cyp3a4_veith. (1) The molecule is CC(=O)NN1C(=O)c2ccc(Oc3ccc([N+](=O)[O-])cc3)cc2C1=O. The result is 0 (non-inhibitor). (2) The compound is c1ccc(-n2ncc3c(NCCCN4CCOCC4)ncnc32)cc1. The result is 0 (non-inhibitor). (3) The drug is OC(Cc1ccccc1)(Cc1ccccc1)c1ccccc1. The result is 0 (non-inhibitor). (4) The compound is CC(=O)OC[C@@H]1O[C@H](CCO/N=C(\C)CCN2CCCCc3nc(C)c(C)cc32)C=C[C@@H]1OC(C)=O. The result is 1 (inhibitor). (5) The drug is Cc1ccccc1-c1cncnc1NCc1cccnc1. The result is 1 (inhibitor). (6) The drug is CN(C)c1ncnc2ccc(-c3ccc4c(c3)OCO4)cc12. The result is 1 (inhibitor). (7) The compound is CC1CCN(C(=O)Oc2c(Cl)cc(Cl)c3cccnc23)CC1. The result is 1 (inhibitor). (8) The molecule is C[C@H]1COC(=O)[C@H]2CCCN2C(=O)[C@@H](C)COC(=O)[C@H](Cc2ccccc2)NC1=O. The result is 0 (non-inhibitor). (9) The drug is O=C(Nc1ccc2c(c1)OCCO2)c1cc2sccc2n1Cc1ccccc1. The result is 1 (inhibitor). (10) The molecule is O=C(O)c1ccccc1/C=N\N=C1c2ccccc2-c2ccccc21. The result is 0 (non-inhibitor).